The task is: Predict the product of the given reaction.. This data is from Forward reaction prediction with 1.9M reactions from USPTO patents (1976-2016). (1) Given the reactants [CH2:1]([O:8][CH2:9][C@@H:10]1[O:18][CH2:17][C@:13]2([C:19]3[CH:24]=[CH:23][CH:22]=[CH:21][C:20]=3[F:25])[NH:14][O:15][CH2:16][C@@H:12]2[CH2:11]1)[C:2]1[CH:7]=[CH:6][CH:5]=[CH:4][CH:3]=1.N[C@]1(C2C=CC(F)=CC=2F)[C@H](CO)CCOC1, predict the reaction product. The product is: [NH2:14][C@@:13]1([C:19]2[CH:24]=[CH:23][CH:22]=[CH:21][C:20]=2[F:25])[CH2:17][O:18][C@@H:10]([CH2:9][O:8][CH2:1][C:2]2[CH:7]=[CH:6][CH:5]=[CH:4][CH:3]=2)[CH2:11][C@H:12]1[CH2:16][OH:15]. (2) Given the reactants [Si:1]([O:8][CH2:9][CH:10]1[CH2:15][N:14]([C:16]2[C:17]([Cl:32])=[C:18]([NH:24]C(=O)OC(C)(C)C)[CH:19]=[C:20]([C:22]#[N:23])[CH:21]=2)[CH2:13][CH2:12][O:11]1)([C:4]([CH3:7])([CH3:6])[CH3:5])([CH3:3])[CH3:2].N1C(C)=CC=CC=1C.C(=O)(O)[O-].[Na+], predict the reaction product. The product is: [NH2:24][C:18]1[CH:19]=[C:20]([CH:21]=[C:16]([N:14]2[CH2:13][CH2:12][O:11][CH:10]([CH2:9][O:8][Si:1]([C:4]([CH3:7])([CH3:6])[CH3:5])([CH3:2])[CH3:3])[CH2:15]2)[C:17]=1[Cl:32])[C:22]#[N:23].